The task is: Predict the reactants needed to synthesize the given product.. This data is from Full USPTO retrosynthesis dataset with 1.9M reactions from patents (1976-2016). (1) Given the product [C:47]([CH:14]([O:13][C:8]1[CH:7]=[N:6][NH:5][C:10](=[O:11])[C:9]=1[Cl:12])[C:15]1[CH:16]=[CH:17][C:18]([O:21][CH2:22][CH:23]([O:25][S:26]([C:29]2[CH:35]=[CH:34][C:32]([CH3:33])=[CH:31][CH:30]=2)(=[O:28])=[O:27])[CH3:24])=[CH:19][CH:20]=1)([CH3:46])([CH3:48])[CH3:37], predict the reactants needed to synthesize it. The reactants are: C([N:5]1[C:10](=[O:11])[C:9]([Cl:12])=[C:8]([O:13][CH2:14][C:15]2[CH:20]=[CH:19][C:18]([O:21][CH2:22][CH:23]([OH:25])[CH3:24])=[CH:17][CH:16]=2)[CH:7]=[N:6]1)(C)(C)C.[S:26](Cl)([C:29]1[CH:35]=[CH:34][C:32]([CH3:33])=[CH:31][CH:30]=1)(=[O:28])=[O:27].[CH2:37](N(CC)CC)C.CC[CH2:46][CH2:47][CH3:48]. (2) Given the product [Cl:11][C:12]1[CH:21]=[C:20]2[C:15]([C@H:16]([NH:26][C:28]([NH:27][C:30]3[CH:39]=[C:38]4[C:33]([CH2:34][CH2:35][C:36](=[O:40])[NH:37]4)=[CH:32][CH:31]=3)=[S:29])[CH2:17][C:18]([CH2:24][F:25])([CH2:22][F:23])[O:19]2)=[CH:14][CH:13]=1, predict the reactants needed to synthesize it. The reactants are: C([C@@H](O)[C@H](O)C([O-])=O)(O)=O.[Cl:11][C:12]1[CH:21]=[C:20]2[C:15]([C@H:16]([NH3+:26])[CH2:17][C:18]([CH2:24][F:25])([CH2:22][F:23])[O:19]2)=[CH:14][CH:13]=1.[N:27]([C:30]1[CH:39]=[C:38]2[C:33]([CH2:34][CH2:35][C:36](=[O:40])[NH:37]2)=[CH:32][CH:31]=1)=[C:28]=[S:29].C(N(C(C)C)CC)(C)C. (3) Given the product [C:26]1([CH2:25]/[CH:2]=[CH:3]/[C@@H:4]([C:11]2[CH:16]=[CH:15][C:14]([O:17][CH:18]3[CH2:23][CH2:22][CH2:21][CH2:20][O:19]3)=[CH:13][CH:12]=2)[CH2:5][C:6]([O:8][CH2:9][CH3:10])=[O:7])[CH:31]=[CH:30][CH:29]=[CH:28][CH:27]=1, predict the reactants needed to synthesize it. The reactants are: I/[CH:2]=[CH:3]/[C@@H:4]([C:11]1[CH:16]=[CH:15][C:14]([O:17][CH:18]2[CH2:23][CH2:22][CH2:21][CH2:20][O:19]2)=[CH:13][CH:12]=1)[CH2:5][C:6]([O:8][CH2:9][CH3:10])=[O:7].[Br-].[CH2:25]([Zn+])[C:26]1[CH:31]=[CH:30][CH:29]=[CH:28][CH:27]=1.O. (4) The reactants are: C([N:8]1[CH2:13][CH2:12][N:11]([C:14]2[CH:19]=[CH:18][N:17]=[C:16]3[NH:20][CH:21]=[CH:22][C:15]=23)[CH2:10][CH2:9]1)C1C=CC=CC=1. Given the product [N:11]1([C:14]2[CH:19]=[CH:18][N:17]=[C:16]3[NH:20][CH:21]=[CH:22][C:15]=23)[CH2:12][CH2:13][NH:8][CH2:9][CH2:10]1, predict the reactants needed to synthesize it. (5) The reactants are: [Cl:1][C:2]1[CH:7]=[CH:6][C:5]([OH:8])=[CH:4][CH:3]=1.ClC[C:11]1[CH:19]=[CH:18][CH:17]=[C:13]([C:14](N)=[O:15])[C:12]=1[C:20]([NH2:22])=[O:21].[CH3:23]O. Given the product [Cl:1][C:2]1[CH:7]=[CH:6][C:5]([OH:8])=[C:4]([CH:3]=1)[CH2:23][N:22]1[C:20](=[O:21])[C:12]2[C:13](=[CH:17][CH:18]=[CH:19][CH:11]=2)[C:14]1=[O:15], predict the reactants needed to synthesize it. (6) Given the product [CH3:18][NH:19][C:6](=[O:7])[C:5]1[CH:9]=[CH:10][C:2]([CH3:1])=[CH:3][CH:4]=1, predict the reactants needed to synthesize it. The reactants are: [CH3:1][C:2]1[CH:10]=[CH:9][C:5]([C:6](O)=[O:7])=[CH:4][CH:3]=1.C(Cl)(=O)C(Cl)=O.Cl.[CH3:18][NH2:19].Cl.